Dataset: Reaction yield outcomes from USPTO patents with 853,638 reactions. Task: Predict the reaction yield, written as a fraction of the theoretical maximum amount of product (1.0 means a 100% yield; for example, 0.34 means a 34% yield). (1) The catalyst is CN(C=O)C.CN(C1C=CN=CC=1)C. The yield is 0.130. The reactants are [NH2:1][C:2]1[CH:3]=[C:4]2[C:8](=[CH:9][CH:10]=1)[NH:7][C:6](=[O:11])[CH2:5]2.[CH3:12][S:13](Cl)(=[O:15])=[O:14]. The product is [O:11]=[C:6]1[CH2:5][C:4]2[C:8](=[CH:9][CH:10]=[C:2]([NH:1][S:13]([CH3:12])(=[O:15])=[O:14])[CH:3]=2)[NH:7]1. (2) The reactants are [Cl:1][CH2:2][C:3]([C:15]1[CH:20]=[CH:19][C:18]([F:21])=[CH:17][C:16]=1[F:22])([OH:14])[CH:4]([O:6][Si](C(C)(C)C)(C)C)[CH3:5].Cl.O.C(OCC)(=O)C. The catalyst is CO. The product is [Cl:1][CH2:2][C:3]([C:15]1[CH:20]=[CH:19][C:18]([F:21])=[CH:17][C:16]=1[F:22])([OH:14])[CH:4]([OH:6])[CH3:5]. The yield is 0.750. (3) The reactants are [F:1][C:2]1[CH:7]=[CH:6][C:5]([CH2:8]O)=[C:4]([CH3:10])[CH:3]=1.O=S(Cl)[Cl:13]. The catalyst is C(Cl)Cl. The product is [Cl:13][CH2:8][C:5]1[CH:6]=[CH:7][C:2]([F:1])=[CH:3][C:4]=1[CH3:10]. The yield is 1.00. (4) The reactants are [CH2:1]([O:8][N:9]1[C:15](=[O:16])[N:14]2[CH2:17][C@H:10]1[CH2:11][CH2:12][C@H:13]2[C:18]([O:20]N1C(=O)[C@H]2[C@H]([C@@H]3C[C@H]2C=C3)C1=O)=O)[C:2]1[CH:7]=[CH:6][CH:5]=[CH:4][CH:3]=1.[NH2:33][O:34][CH2:35][C@@H:36]1[CH2:39][CH2:38][N:37]1[C:40]([O:42][C:43]([CH3:46])([CH3:45])[CH3:44])=[O:41]. The catalyst is ClCCl.C(OCC)(=O)C. The product is [CH2:1]([O:8][N:9]1[C:15](=[O:16])[N:14]2[CH2:17][C@H:10]1[CH2:11][CH2:12][C@H:13]2[C:18]([NH:33][O:34][CH2:35][C@@H:36]1[CH2:39][CH2:38][N:37]1[C:40]([O:42][C:43]([CH3:46])([CH3:45])[CH3:44])=[O:41])=[O:20])[C:2]1[CH:3]=[CH:4][CH:5]=[CH:6][CH:7]=1. The yield is 0.830. (5) The reactants are [CH3:1][CH:2]([CH3:59])[C@H:3]([NH:54][C:55](=[O:58])[O:56][CH3:57])[C:4]([N:6]1[CH2:10][CH2:9][CH2:8][C@H:7]1[C:11]1[NH:12][CH:13]=[C:14]([C:16]2[CH:21]=[CH:20][C:19]([C:22]3[CH:27]=[CH:26][C:25]([C:28]4[N:29]=[C:30]([CH:33]5[CH2:37][C:36]6([CH2:42][CH2:41][NH:40][CH2:39][CH2:38]6)[CH2:35][N:34]5[C:43](=[O:53])[C@@H:44]([NH:48][C:49]([O:51][CH3:52])=[O:50])[CH:45]([CH3:47])[CH3:46])[NH:31][CH:32]=4)=[CH:24][CH:23]=3)=[CH:18][CH:17]=2)[N:15]=1)=[O:5].C(N(CC)CC)C.[C:67](Cl)(=[O:69])C.[C:71](=O)([O-])[O-:72].[K+].[K+]. The catalyst is C(Cl)Cl. The product is [CH3:52][O:51][C:49]([NH:48][C@H:44]([C:43]([N:34]1[CH:33]([C:30]2[NH:31][CH:32]=[C:28]([C:25]3[CH:24]=[CH:23][C:22]([C:19]4[CH:20]=[CH:21][C:16]([C:14]5[N:15]=[C:11]([C@@H:7]6[CH2:8][CH2:9][CH2:10][N:6]6[C:4](=[O:5])[C@H:3]([CH:2]([CH3:59])[CH3:1])[NH:54][C:55]([O:56][CH3:57])=[O:58])[NH:12][CH:13]=5)=[CH:17][CH:18]=4)=[CH:27][CH:26]=3)[N:29]=2)[CH2:37][C:36]2([CH2:38][CH2:39][N:40]([C:71]([O:69][CH3:67])=[O:72])[CH2:41][CH2:42]2)[CH2:35]1)=[O:53])[CH:45]([CH3:46])[CH3:47])=[O:50]. The yield is 0.740.